Dataset: Reaction yield outcomes from USPTO patents with 853,638 reactions. Task: Predict the reaction yield, written as a fraction of the theoretical maximum amount of product (1.0 means a 100% yield; for example, 0.34 means a 34% yield). (1) The reactants are [CH3:1][O:2][CH:3]1[O:9][C@H:8]([CH2:10]Cl)[C@@H:6]([OH:7])[C@H:4]1[OH:5].C([O-])([O-])=O.[Na+].[Na+].[H][H]. The catalyst is [Ni].CC(O)C. The product is [CH3:1][O:2][CH:3]1[O:9][C@H:8]([CH3:10])[C@@H:6]([OH:7])[C@H:4]1[OH:5]. The yield is 0.790. (2) The reactants are CO.[NH3:3].Cl[C:5]1[C:17]2[C:16]3[C:11](=[CH:12][CH:13]=[CH:14][C:15]=3[Cl:18])[NH:10][C:9]=2[N:8]=[C:7]([NH:19][C:20](=[O:25])[C:21](C)(C)[CH3:22])[N:6]=1.C(Cl)(Cl)Cl.CO. The yield is 0.390. The catalyst is C(=O)=O.CC(C)=O. The product is [C:20]([NH2:19])(=[O:25])[CH2:21][CH3:22].[Cl:18][C:15]1[CH:14]=[CH:13][CH:12]=[C:11]2[C:16]=1[C:17]1[C:5]([NH2:3])=[N:6][C:7]([NH2:19])=[N:8][C:9]=1[NH:10]2. (3) The product is [F:1][C:2]1[CH:7]=[CH:6][CH:5]=[C:4]([F:8])[C:3]=1[C:9]1[O:10][C:11]([NH:19][C:20]2[CH:25]=[CH:24][CH:23]=[CH:22][CH:21]=2)=[C:12]([C:14]([OH:16])=[O:15])[N:13]=1. The catalyst is ClCCCl.C(Cl)Cl. The reactants are [F:1][C:2]1[CH:7]=[CH:6][CH:5]=[C:4]([F:8])[C:3]=1[C:9]1[O:10][C:11]([NH:19][C:20]2[CH:25]=[CH:24][CH:23]=[CH:22][CH:21]=2)=[C:12]([C:14]([O:16]CC)=[O:15])[N:13]=1.[OH-].C[Sn+](C)C. The yield is 0.410. (4) The reactants are [Cl:1][C:2]1[CH:3]=[C:4]([C:11]#N)[CH:5]=[C:6]2[C:10]=1[NH:9][N:8]=[CH:7]2.[OH2:13].[OH-:14].[K+]. The catalyst is C(O)C. The product is [Cl:1][C:2]1[CH:3]=[C:4]([C:11]([OH:14])=[O:13])[CH:5]=[C:6]2[C:10]=1[NH:9][N:8]=[CH:7]2. The yield is 0.600.